This data is from Forward reaction prediction with 1.9M reactions from USPTO patents (1976-2016). The task is: Predict the product of the given reaction. (1) Given the reactants Cl.[N:2]1[CH:7]=[CH:6][CH:5]=[CH:4][C:3]=1[CH2:8][C:9]([OH:11])=O.CN(C(ON1N=NC2C=CC=NC1=2)=[N+](C)C)C.F[P-](F)(F)(F)(F)F.CCN(C(C)C)C(C)C.[NH2:45][C:46]1[N:47]=[N:48][N:49]([CH2:51][CH2:52][CH2:53][CH2:54][N:55]2[CH:59]=[C:58]([C:60]([NH:62][CH2:63][C:64]3[CH:69]=[CH:68][CH:67]=[CH:66][N:65]=3)=[O:61])[N:57]=[N:56]2)[CH:50]=1, predict the reaction product. The product is: [N:2]1[CH:7]=[CH:6][CH:5]=[CH:4][C:3]=1[CH2:8][C:9]([NH:45][C:46]1[N:47]=[N:48][N:49]([CH2:51][CH2:52][CH2:53][CH2:54][N:55]2[CH:59]=[C:58]([C:60]([NH:62][CH2:63][C:64]3[CH:69]=[CH:68][CH:67]=[CH:66][N:65]=3)=[O:61])[N:57]=[N:56]2)[CH:50]=1)=[O:11]. (2) The product is: [C:20]([NH:4][C:3]1[C:5]([N+:10]([O-:12])=[O:11])=[CH:6][CH:7]=[C:14]2[C:13]([O:16][C:17](=[O:19])[C:18]=12)=[O:15])(=[O:22])[CH3:21]. Given the reactants CC1C(C)=[CH:7][CH:6]=[C:5]([N+:10]([O-:12])=[O:11])[C:3]=1[NH2:4].[C:13]([O:16][C:17](=[O:19])[CH3:18])(=[O:15])[CH3:14].[C:20](O)(=[O:22])[CH3:21], predict the reaction product. (3) Given the reactants CO.[O:3]1[C:7]2[CH:8]=[CH:9][C:10]([C:12]3[CH:24]=[CH:23][C:15]([C:16]([O:18][C:19]([CH3:22])([CH3:21])[CH3:20])=[O:17])=[C:14]([N+:25]([O-])=O)[CH:13]=3)=[CH:11][C:6]=2[O:5][CH2:4]1, predict the reaction product. The product is: [NH2:25][C:14]1[CH:13]=[C:12]([C:10]2[CH:9]=[CH:8][C:7]3[O:3][CH2:4][O:5][C:6]=3[CH:11]=2)[CH:24]=[CH:23][C:15]=1[C:16]([O:18][C:19]([CH3:22])([CH3:21])[CH3:20])=[O:17]. (4) Given the reactants [O:1]=[C:2]1[CH2:8][CH2:7][CH2:6][NH:5][CH2:4][CH2:3]1.Cl.[C:10]([O-:13])([O-])=O.[K+].[K+].ClC(O[CH2:20][CH3:21])=O, predict the reaction product. The product is: [CH2:20]([C:10]([N:5]1[CH2:6][CH2:7][CH2:8][C:2](=[O:1])[CH2:3][CH2:4]1)=[O:13])[CH3:21]. (5) Given the reactants Br[C:2]1[CH:9]=[C:8]([N:10]2[C:18]3[C:13](=[C:14]([C:19]4[CH:20]=[N:21][C:22]5[C:27]([CH:28]=4)=[CH:26][CH:25]=[CH:24][CH:23]=5)[CH:15]=[CH:16][CH:17]=3)[C:12]([CH3:29])=[N:11]2)[CH:7]=[CH:6][C:3]=1[C:4]#[N:5].[NH2:30][CH:31]1[CH2:36][C:35]([CH3:38])([CH3:37])[NH:34][C:33]([CH3:40])([CH3:39])[CH2:32]1.C(=O)([O-])[O-].[Cs+].[Cs+].C1(P(C2C=CC=CC=2)C2C3OC4C(=CC=CC=4P(C4C=CC=CC=4)C4C=CC=CC=4)C(C)(C)C=3C=CC=2)C=CC=CC=1, predict the reaction product. The product is: [CH3:29][C:12]1[C:13]2[C:18](=[CH:17][CH:16]=[CH:15][C:14]=2[C:19]2[CH:20]=[N:21][C:22]3[C:27]([CH:28]=2)=[CH:26][CH:25]=[CH:24][CH:23]=3)[N:10]([C:8]2[CH:7]=[CH:6][C:3]([C:4]#[N:5])=[C:2]([NH:30][CH:31]3[CH2:32][C:33]([CH3:40])([CH3:39])[NH:34][C:35]([CH3:38])([CH3:37])[CH2:36]3)[CH:9]=2)[N:11]=1. (6) Given the reactants [F:1][C:2]1[CH:10]=[CH:9][C:5]([C:6](O)=[O:7])=[CH:4][CH:3]=1.C(N1C=CN=C1)(N1C=CN=C1)=O.[NH2:23][C:24]1[CH:25]=[C:26]([CH:30]2[C:39]([CH3:41])([CH3:40])[CH2:38][C:37]3[C:32](=[CH:33][CH:34]=[C:35]([C:42]([OH:44])=[O:43])[CH:36]=3)[NH:31]2)[CH:27]=[CH:28][CH:29]=1, predict the reaction product. The product is: [F:1][C:2]1[CH:10]=[CH:9][C:5]([C:6]([NH:23][C:24]2[CH:25]=[C:26]([CH:30]3[C:39]([CH3:40])([CH3:41])[CH2:38][C:37]4[C:32](=[CH:33][CH:34]=[C:35]([C:42]([OH:44])=[O:43])[CH:36]=4)[NH:31]3)[CH:27]=[CH:28][CH:29]=2)=[O:7])=[CH:4][CH:3]=1. (7) Given the reactants Br[C:2]1[CH:7]=[CH:6][C:5]([O:8][CH:9]([F:11])[F:10])=[C:4]([CH2:12][CH2:13][F:14])[CH:3]=1.[C:15]([Si:17]([CH3:20])([CH3:19])[CH3:18])#[CH:16], predict the reaction product. The product is: [F:10][CH:9]([F:11])[O:8][C:5]1[CH:6]=[CH:7][C:2]([C:16]#[C:15][Si:17]([CH3:20])([CH3:19])[CH3:18])=[CH:3][C:4]=1[CH2:12][CH2:13][F:14]. (8) Given the reactants [N+:1]([C:4]1[C:5]([F:24])=[CH:6][C:7]([F:23])=[C:8]([C:10]2[CH2:11][CH2:12][N:13]([C:16]([O:18][C:19]([CH3:22])([CH3:21])[CH3:20])=[O:17])[CH2:14][CH:15]=2)[CH:9]=1)([O-])=O, predict the reaction product. The product is: [NH2:1][C:4]1[C:5]([F:24])=[CH:6][C:7]([F:23])=[C:8]([CH:10]2[CH2:15][CH2:14][N:13]([C:16]([O:18][C:19]([CH3:20])([CH3:22])[CH3:21])=[O:17])[CH2:12][CH2:11]2)[CH:9]=1. (9) Given the reactants [NH:1]1[C:5]2[CH:6]=[CH:7][CH:8]=[CH:9][C:4]=2[N:3]=[C:2]1[CH2:10][N:11]([CH:21]1[C:30]2[N:29]=[CH:28][CH:27]=[CH:26][C:25]=2[CH2:24][CH2:23][CH2:22]1)[CH2:12][C:13]1[CH:18]=[CH:17][C:16]([CH2:19][NH2:20])=[CH:15][CH:14]=1.[C:31]([O:35][C:36]([NH:38][C:39](N1C=CC=N1)=[N:40][C:41]([O:43][C:44]([CH3:47])([CH3:46])[CH3:45])=[O:42])=[O:37])([CH3:34])([CH3:33])[CH3:32].C(=O)([O-])[O-].[K+].[K+], predict the reaction product. The product is: [C:44]([O:43][C:41]([NH:40][C:39](=[N:38][C:36]([O:35][C:31]([CH3:34])([CH3:33])[CH3:32])=[O:37])[NH:20][CH2:19][C:16]1[CH:15]=[CH:14][C:13]([CH2:12][N:11]([CH2:10][C:2]2[NH:3][C:4]3[CH:9]=[CH:8][CH:7]=[CH:6][C:5]=3[N:1]=2)[CH:21]2[C:30]3[N:29]=[CH:28][CH:27]=[CH:26][C:25]=3[CH2:24][CH2:23][CH2:22]2)=[CH:18][CH:17]=1)=[O:42])([CH3:47])([CH3:46])[CH3:45]. (10) The product is: [Br:1][CH:12]([S:13][CH2:14][C:15]([O:17][CH3:18])=[O:16])[C:11]([C:5]1[CH:6]=[CH:7][C:8]([CH3:10])=[CH:9][C:4]=1[Cl:3])=[O:19]. Given the reactants [Br:1]Br.[Cl:3][C:4]1[CH:9]=[C:8]([CH3:10])[CH:7]=[CH:6][C:5]=1[C:11](=[O:19])[CH2:12][S:13][CH2:14][C:15]([O:17][CH3:18])=[O:16].CCOCC, predict the reaction product.